From a dataset of Peptide-MHC class I binding affinity with 185,985 pairs from IEDB/IMGT. Regression. Given a peptide amino acid sequence and an MHC pseudo amino acid sequence, predict their binding affinity value. This is MHC class I binding data. The peptide sequence is RSLYNTVATLY. The MHC is HLA-B08:03 with pseudo-sequence HLA-B08:03. The binding affinity (normalized) is 0.0847.